From a dataset of Reaction yield outcomes from USPTO patents with 853,638 reactions. Predict the reaction yield, written as a fraction of the theoretical maximum amount of product (1.0 means a 100% yield; for example, 0.34 means a 34% yield). (1) The reactants are [C:1]([O:5][C:6]([N:8]1[CH2:13][CH2:12][N:11]([CH2:14][CH2:15][N:16]2[C:24]3[C:19](=[CH:20][C:21]([O:25][C:26]4[CH:31]=[CH:30][C:29]([F:32])=[CH:28][C:27]=4[CH2:33][NH2:34])=[CH:22][CH:23]=3)[CH:18]=[N:17]2)[CH2:10][CH2:9]1)=[O:7])([CH3:4])([CH3:3])[CH3:2].[N+](C1C=CC([O:44][C:45](=O)[NH:46][C:47]2[O:51][N:50]=[C:49]([C:52]([CH3:55])([CH3:54])[CH3:53])[CH:48]=2)=CC=1)([O-])=O. The catalyst is ClCCl.C(OCC)(=O)C. The product is [C:1]([O:5][C:6]([N:8]1[CH2:9][CH2:10][N:11]([CH2:14][CH2:15][N:16]2[C:24]3[C:19](=[CH:20][C:21]([O:25][C:26]4[CH:31]=[CH:30][C:29]([F:32])=[CH:28][C:27]=4[CH2:33][NH:34][C:45]([NH:46][C:47]4[O:51][N:50]=[C:49]([C:52]([CH3:55])([CH3:54])[CH3:53])[CH:48]=4)=[O:44])=[CH:22][CH:23]=3)[CH:18]=[N:17]2)[CH2:12][CH2:13]1)=[O:7])([CH3:4])([CH3:2])[CH3:3]. The yield is 0.830. (2) The reactants are [F:1][C:2]1[CH:7]=[CH:6][C:5]([C:8]2[S:12][C:11]3[CH:13]=[C:14]([O:17][CH3:18])[CH:15]=[CH:16][C:10]=3[C:9]=2[O:19][C:20]2[CH:25]=[CH:24][C:23](/[CH:26]=[CH:27]/[C:28]([NH2:30])=O)=[CH:22][CH:21]=2)=[CH:4][CH:3]=1.[Si]([N:35]=[N+:36]=[N-:37])(C)(C)C. The catalyst is COCCOC. The product is [F:1][C:2]1[CH:7]=[CH:6][C:5]([C:8]2[S:12][C:11]3[CH:13]=[C:14]([O:17][CH3:18])[CH:15]=[CH:16][C:10]=3[C:9]=2[O:19][C:20]2[CH:25]=[CH:24][C:23](/[CH:26]=[CH:27]/[C:28]3[NH:30][N:37]=[N:36][N:35]=3)=[CH:22][CH:21]=2)=[CH:4][CH:3]=1. The yield is 0.714. (3) The reactants are [O:1]1[CH:3]([CH2:4][CH2:5][CH2:6][CH3:7])[CH2:2]1.[NH:8]1[CH:12]=[CH:11][N:10]=[CH:9]1. The catalyst is C(#N)C. The product is [N:8]1([CH2:2][CH:3]([OH:1])[CH2:4][CH2:5][CH2:6][CH3:7])[CH:12]=[CH:11][N:10]=[CH:9]1. The yield is 0.630. (4) The reactants are [Br:1][C:2]1[CH:3]=[CH:4][C:5](B2OCCN(C3C=CC=CC=3)CCO2)=[N:6][CH:7]=1.[C:22]([O:26][C:27](=[O:35])[NH:28][C:29]1[CH:33]=[CH:32][S:31][C:30]=1I)([CH3:25])([CH3:24])[CH3:23].C(=O)([O-])[O-].[Na+].[Na+]. The catalyst is O.CS(C)=O.Cl[Pd](Cl)([P](C1C=CC=CC=1)(C1C=CC=CC=1)C1C=CC=CC=1)[P](C1C=CC=CC=1)(C1C=CC=CC=1)C1C=CC=CC=1. The product is [C:22]([O:26][C:27](=[O:35])[NH:28][C:29]1[CH:33]=[CH:32][S:31][C:30]=1[C:5]1[CH:4]=[CH:3][C:2]([Br:1])=[CH:7][N:6]=1)([CH3:25])([CH3:23])[CH3:24]. The yield is 0.120. (5) The reactants are CP(C1C=CC=CC=1)[C:3]1C=CC=C[CH:4]=1.[CH2:15]([P:17]([O-:23])[O:18][CH2:19][CH2:20][CH2:21][CH3:22])[CH3:16].C#C. The catalyst is C1CC=CCCC=C1.C1CC=CCCC=C1.[Ni].C1COCC1. The product is [CH2:3]([CH:16]=[CH:15][PH:17](=[O:23])[O:18][CH2:19][CH2:20][CH2:21][CH3:22])[CH3:4]. The yield is 0.950. (6) The reactants are [Br:1][C:2]1[N:3]=[C:4]([C:9]#[C:10][Si](C)(C)C)[C:5]([NH2:8])=[N:6][CH:7]=1.[H-].[Na+].[C:17]1([CH3:27])[CH:22]=[CH:21][C:20]([S:23](Cl)(=[O:25])=[O:24])=[CH:19][CH:18]=1. The catalyst is CN(C=O)C. The product is [Br:1][C:2]1[N:3]=[C:4]2[CH:9]=[CH:10][N:8]([S:23]([C:20]3[CH:21]=[CH:22][C:17]([CH3:27])=[CH:18][CH:19]=3)(=[O:25])=[O:24])[C:5]2=[N:6][CH:7]=1. The yield is 0.520. (7) The catalyst is CCC(C)=O.O. The yield is 0.921. The product is [C:31]1([O:34][CH3:35])[CH:32]=[CH:33][CH:28]=[CH:29][CH:30]=1.[CH2:1]([S:3]([C:6]1[CH:7]=[C:8]2[CH:14]=[C:13]([CH2:15][C@@:16]([OH:45])([C:41]([F:42])([F:43])[F:44])[CH2:17][C:18]([C:21]3[CH:39]=[CH:38][C:37]([F:40])=[CH:36][C:22]=3[C:23]([NH2:25])=[O:24])([CH3:20])[CH3:19])[NH:12][C:9]2=[CH:10][N:11]=1)(=[O:5])=[O:4])[CH3:2]. The reactants are [CH2:1]([S:3]([C:6]1[CH:7]=[C:8]2[CH:14]=[C:13]([CH2:15][C@@:16]([OH:45])([C:41]([F:44])([F:43])[F:42])[CH2:17][C:18]([C:21]3[CH:39]=[CH:38][C:37]([F:40])=[CH:36][C:22]=3[C:23]([NH:25][C@H]([C:28]3[CH:33]=[CH:32][C:31]([O:34][CH3:35])=[CH:30][CH:29]=3)C)=[O:24])([CH3:20])[CH3:19])[NH:12][C:9]2=[CH:10][N:11]=1)(=[O:5])=[O:4])[CH3:2].C1(OC)C=CC=CC=1.OP(O)(O)=O.CO. (8) The reactants are Cl[C:2]1[C:11]2[C:6](=[CH:7][C:8]([O:20][CH3:21])=[CH:9][C:10]=2[O:12][CH:13]2[CH2:18][CH2:17][N:16]([CH3:19])[CH2:15][CH2:14]2)[N:5]=[CH:4][N:3]=1.[NH2:22][C:23]1[CH:24]=[C:25]2[C:29](=[CH:30][CH:31]=1)[NH:28][CH:27]=[CH:26]2.[2H]C(Cl)(Cl)Cl. No catalyst specified. The product is [NH:28]1[C:29]2[C:25](=[CH:24][C:23]([NH:22][C:2]3[C:11]4[C:6](=[CH:7][C:8]([O:20][CH3:21])=[CH:9][C:10]=4[O:12][CH:13]4[CH2:18][CH2:17][N:16]([CH3:19])[CH2:15][CH2:14]4)[N:5]=[CH:4][N:3]=3)=[CH:31][CH:30]=2)[CH:26]=[CH:27]1. The yield is 0.170.